This data is from NCI-60 drug combinations with 297,098 pairs across 59 cell lines. The task is: Regression. Given two drug SMILES strings and cell line genomic features, predict the synergy score measuring deviation from expected non-interaction effect. (1) Drug 2: C1=CC(=CC=C1CC(C(=O)O)N)N(CCCl)CCCl.Cl. Cell line: SF-295. Drug 1: CC1=CC2C(CCC3(C2CCC3(C(=O)C)OC(=O)C)C)C4(C1=CC(=O)CC4)C. Synergy scores: CSS=-0.705, Synergy_ZIP=-3.62, Synergy_Bliss=2.35, Synergy_Loewe=-12.9, Synergy_HSA=-0.229. (2) Drug 1: CN(CCCl)CCCl.Cl. Drug 2: CC(C)NC(=O)C1=CC=C(C=C1)CNNC.Cl. Cell line: MDA-MB-231. Synergy scores: CSS=11.4, Synergy_ZIP=-4.65, Synergy_Bliss=-2.28, Synergy_Loewe=-12.9, Synergy_HSA=-1.85. (3) Drug 1: CNC(=O)C1=NC=CC(=C1)OC2=CC=C(C=C2)NC(=O)NC3=CC(=C(C=C3)Cl)C(F)(F)F. Drug 2: COCCOC1=C(C=C2C(=C1)C(=NC=N2)NC3=CC=CC(=C3)C#C)OCCOC.Cl. Cell line: EKVX. Synergy scores: CSS=3.62, Synergy_ZIP=1.89, Synergy_Bliss=9.39, Synergy_Loewe=-7.93, Synergy_HSA=-1.74. (4) Drug 1: CC1=C2C(C(=O)C3(C(CC4C(C3C(C(C2(C)C)(CC1OC(=O)C(C(C5=CC=CC=C5)NC(=O)OC(C)(C)C)O)O)OC(=O)C6=CC=CC=C6)(CO4)OC(=O)C)OC)C)OC. Drug 2: CS(=O)(=O)C1=CC(=C(C=C1)C(=O)NC2=CC(=C(C=C2)Cl)C3=CC=CC=N3)Cl. Cell line: MDA-MB-435. Synergy scores: CSS=63.9, Synergy_ZIP=10.6, Synergy_Bliss=8.89, Synergy_Loewe=-21.5, Synergy_HSA=5.78. (5) Drug 1: CC1OCC2C(O1)C(C(C(O2)OC3C4COC(=O)C4C(C5=CC6=C(C=C35)OCO6)C7=CC(=C(C(=C7)OC)O)OC)O)O. Drug 2: N.N.Cl[Pt+2]Cl. Cell line: HCT-15. Synergy scores: CSS=43.0, Synergy_ZIP=0.795, Synergy_Bliss=2.39, Synergy_Loewe=-19.6, Synergy_HSA=0.487. (6) Drug 1: C1=CC(=CC=C1CCCC(=O)O)N(CCCl)CCCl. Drug 2: CC1=C2C(C(=O)C3(C(CC4C(C3C(C(C2(C)C)(CC1OC(=O)C(C(C5=CC=CC=C5)NC(=O)OC(C)(C)C)O)O)OC(=O)C6=CC=CC=C6)(CO4)OC(=O)C)O)C)O. Cell line: UACC62. Synergy scores: CSS=29.2, Synergy_ZIP=-9.88, Synergy_Bliss=-6.46, Synergy_Loewe=-8.33, Synergy_HSA=-2.95. (7) Drug 1: CC12CCC(CC1=CCC3C2CCC4(C3CC=C4C5=CN=CC=C5)C)O. Drug 2: CC1=C(C=C(C=C1)NC(=O)C2=CC=C(C=C2)CN3CCN(CC3)C)NC4=NC=CC(=N4)C5=CN=CC=C5. Cell line: SNB-75. Synergy scores: CSS=-1.16, Synergy_ZIP=-0.147, Synergy_Bliss=-0.927, Synergy_Loewe=-2.18, Synergy_HSA=-1.77. (8) Drug 1: CN(C)C1=NC(=NC(=N1)N(C)C)N(C)C. Drug 2: CN(C(=O)NC(C=O)C(C(C(CO)O)O)O)N=O. Cell line: NCIH23. Synergy scores: CSS=-5.05, Synergy_ZIP=-1.10, Synergy_Bliss=-8.05, Synergy_Loewe=-7.51, Synergy_HSA=-8.42. (9) Drug 1: C1CCC(C1)C(CC#N)N2C=C(C=N2)C3=C4C=CNC4=NC=N3. Drug 2: C1CN(P(=O)(OC1)NCCCl)CCCl. Cell line: UACC62. Synergy scores: CSS=-0.0955, Synergy_ZIP=4.67, Synergy_Bliss=7.67, Synergy_Loewe=-2.12, Synergy_HSA=-2.01. (10) Drug 1: COC1=C(C=C2C(=C1)N=CN=C2NC3=CC(=C(C=C3)F)Cl)OCCCN4CCOCC4. Drug 2: CNC(=O)C1=NC=CC(=C1)OC2=CC=C(C=C2)NC(=O)NC3=CC(=C(C=C3)Cl)C(F)(F)F. Cell line: MOLT-4. Synergy scores: CSS=57.1, Synergy_ZIP=2.32, Synergy_Bliss=8.67, Synergy_Loewe=11.2, Synergy_HSA=10.9.